From a dataset of Forward reaction prediction with 1.9M reactions from USPTO patents (1976-2016). Predict the product of the given reaction. (1) Given the reactants [CH2:1]([N:8]1[CH2:12][CH2:11][C@@H:10]([N:13]2[CH2:21][C:20]3[C:15](=[CH:16][CH:17]=[C:18](Br)[CH:19]=3)[C:14]2=[O:23])[CH2:9]1)[C:2]1[CH:7]=[CH:6][CH:5]=[CH:4][CH:3]=1.[CH3:24][O:25][C:26]([C:28]1[CH:33]=[CH:32][C:31](B(O)O)=[CH:30][CH:29]=1)=[O:27], predict the reaction product. The product is: [CH2:1]([N:8]1[CH2:12][CH2:11][C@@H:10]([N:13]2[CH2:21][C:20]3[C:15](=[CH:16][CH:17]=[C:18]([C:31]4[CH:32]=[CH:33][C:28]([C:26]([O:25][CH3:24])=[O:27])=[CH:29][CH:30]=4)[CH:19]=3)[C:14]2=[O:23])[CH2:9]1)[C:2]1[CH:7]=[CH:6][CH:5]=[CH:4][CH:3]=1. (2) Given the reactants [C:1](Cl)(=[O:19])[CH2:2][CH2:3][CH2:4][CH2:5][CH2:6][CH2:7][CH2:8]/[CH:9]=[CH:10]\[CH2:11][CH2:12][CH2:13][CH2:14][CH2:15][CH2:16][CH2:17][CH3:18].[NH2:21][CH:22]([C:27]([OH:29])=[O:28])[CH2:23][CH2:24][S:25][CH3:26].[OH-:30].[K+:31], predict the reaction product. The product is: [K+:31].[C:1]([NH:21][CH:22]([C:27]([O-:29])=[O:28])[CH2:23][CH2:24][S:25][CH3:26])(=[O:19])[CH2:2][CH2:3][CH2:4][CH2:5][CH2:6][CH2:7][CH2:8]/[CH:9]=[CH:10]\[CH2:11][CH2:12][CH2:13][CH2:14][CH2:15][CH2:16][CH2:17][CH3:18].[OH-:30].[K+:31]. (3) Given the reactants [F:1][C:2]1[C:3]([C:25]([O:27][CH3:28])=[O:26])=[CH:4][C:5]([N+:22]([O-])=O)=[C:6]([NH:8][CH:9]2[CH2:14][CH2:13][N:12]([C:15]([O:17][C:18]([CH3:21])([CH3:20])[CH3:19])=[O:16])[CH2:11][CH2:10]2)[CH:7]=1, predict the reaction product. The product is: [NH2:22][C:5]1[CH:4]=[C:3]([C:25]([O:27][CH3:28])=[O:26])[C:2]([F:1])=[CH:7][C:6]=1[NH:8][CH:9]1[CH2:14][CH2:13][N:12]([C:15]([O:17][C:18]([CH3:21])([CH3:20])[CH3:19])=[O:16])[CH2:11][CH2:10]1. (4) Given the reactants C([N:3](CC)CC)C.[CH3:8][S:9][C:10]1[N:11]=[CH:12][C:13]2[CH:19]=[C:18]([C:20]([OH:22])=O)[C:17](=[O:23])[NH:16][C:14]=2[N:15]=1.CN(C(ON1N=NC2C=CC=NC1=2)=[N+](C)C)C.F[P-](F)(F)(F)(F)F.[CH3:48][O:49][C:50]([C:52]1[CH:57]=[CH:56][C:55]([CH3:58])=[CH:54][C:53]=1N)=[O:51], predict the reaction product. The product is: [CH3:48][O:49][C:50](=[O:51])[C:52]1[CH:57]=[CH:56][C:55]([CH3:58])=[C:54]([NH:3][C:20]([C:18]2[C:17](=[O:23])[NH:16][C:14]3[N:15]=[C:10]([S:9][CH3:8])[N:11]=[CH:12][C:13]=3[CH:19]=2)=[O:22])[CH:53]=1. (5) Given the reactants C(Cl)(=O)C.Cl[C:6]1[CH:11]=[C:10]([C:12]2[CH:17]=[CH:16][CH:15]=[C:14]([O:18][C:19]([F:22])([F:21])[F:20])[CH:13]=2)[CH:9]=[CH:8][N:7]=1.[I-:23].[Na+].C(=O)([O-])[O-].[Na+].[Na+].S(S([O-])=O)([O-])(=O)=O.[Na+].[Na+], predict the reaction product. The product is: [I:23][C:6]1[CH:11]=[C:10]([C:12]2[CH:17]=[CH:16][CH:15]=[C:14]([O:18][C:19]([F:22])([F:21])[F:20])[CH:13]=2)[CH:9]=[CH:8][N:7]=1. (6) Given the reactants [H-].[Na+].C1COCC1.[OH:8][CH:9]([CH2:21][CH2:22][CH3:23])[CH2:10][CH2:11][C:12]1[CH:17]=[CH:16][C:15]([F:18])=[C:14]([F:19])[C:13]=1F.C1(C)C=CC=CC=1, predict the reaction product. The product is: [F:18][C:15]1[C:14]([F:19])=[C:13]2[C:12]([CH2:11][CH2:10][CH:9]([CH2:21][CH2:22][CH3:23])[O:8]2)=[CH:17][CH:16]=1. (7) The product is: [C:2]1([C:9]2[C:14]3[N:15]=[CH:16][S:17][C:13]=3[CH:12]=[CH:11][CH:10]=2)[CH:7]=[CH:6][CH:5]=[CH:4][CH:3]=1. Given the reactants Br[C:2]1[CH:7]=[CH:6][CH:5]=[CH:4][CH:3]=1.Cl[C:9]1[C:14]2[N:15]=[CH:16][S:17][C:13]=2[CH:12]=[CH:11][CH:10]=1, predict the reaction product. (8) Given the reactants C(OC(=O)[NH:7][C:8]1[CH:13]=[CH:12][C:11]([C:14]2[CH:19]=[CH:18][CH:17]=[C:16](C)[CH:15]=2)=[CH:10][C:9]=1[NH:21][C:22](=[O:34])[CH2:23][C:24]([C:26]1[CH:31]=[CH:30][CH:29]=[C:28]([C:32]#[N:33])[CH:27]=1)=O)(C)(C)C.[C:36](O)(C(F)(F)F)=O, predict the reaction product. The product is: [O:34]=[C:22]1[CH2:23][C:24]([C:26]2[CH:27]=[C:28]([CH:29]=[CH:30][CH:31]=2)[C:32]#[N:33])=[N:7][C:8]2[CH:13]=[CH:12][C:11]([C:14]3[CH:15]=[C:16]([CH3:36])[CH:17]=[CH:18][CH:19]=3)=[CH:10][C:9]=2[NH:21]1.